Dataset: Full USPTO retrosynthesis dataset with 1.9M reactions from patents (1976-2016). Task: Predict the reactants needed to synthesize the given product. (1) Given the product [CH3:56][O:55][C:52]1[CH:53]=[CH:54][C:49]([C:29]2[CH:30]=[C:31]3[C:35](=[C:27]([C:25]([NH2:24])=[O:26])[CH:28]=2)[NH:34][CH:33]=[C:32]3[CH:36]2[CH2:41][CH2:40][NH:39][CH2:38][CH2:37]2)=[CH:50][CH:51]=1, predict the reactants needed to synthesize it. The reactants are: N1CCC(C2C3C(=C(C(N)=O)C=C(C4SC=CC=4)C=3)NC=2)CC1.[NH2:24][C:25]([C:27]1[CH:28]=[C:29]([C:49]2[CH:54]=[CH:53][C:52]([O:55][CH3:56])=[CH:51][CH:50]=2)[CH:30]=[C:31]2[C:35]=1[NH:34][CH:33]=[C:32]2[CH:36]1[CH2:41][CH2:40][N:39](C(OC(C)(C)C)=O)[CH2:38][CH2:37]1)=[O:26].Cl. (2) Given the product [OH:1][C:2]([CH3:36])([CH3:37])[C@H:3]([NH:5][C:6]([C:8]1[C:16]2[C:11](=[N:12][CH:13]=[C:14]([C:17]3[C:25]4[C:20](=[CH:21][C:22]([Cl:26])=[CH:23][CH:24]=4)[N:19]([CH3:27])[N:18]=3)[N:15]=2)[NH:10][CH:9]=1)=[O:7])[CH3:4], predict the reactants needed to synthesize it. The reactants are: [OH:1][C:2]([CH3:37])([CH3:36])[C@H:3]([NH:5][C:6]([C:8]1[C:16]2[C:11](=[N:12][CH:13]=[C:14]([C:17]3[C:25]4[C:20](=[CH:21][C:22]([Cl:26])=[CH:23][CH:24]=4)[N:19]([CH3:27])[N:18]=3)[N:15]=2)[N:10](COCC[Si](C)(C)C)[CH:9]=1)=[O:7])[CH3:4].FC(F)(F)C(O)=O.C(N)CN. (3) Given the product [Br:11][C:9]1[CH:8]=[CH:7][C:3]2[C:4](=[O:6])[O:5][C:12]([CH3:13])=[N:1][C:2]=2[CH:10]=1, predict the reactants needed to synthesize it. The reactants are: [NH2:1][C:2]1[CH:10]=[C:9]([Br:11])[CH:8]=[CH:7][C:3]=1[C:4]([OH:6])=[O:5].[C:12](OC(=O)C)(=O)[CH3:13]. (4) The reactants are: Cl[C:2]1[CH:7]=[C:6]([CH2:8][N:9]2[CH2:14][CH2:13][N:12]([C:15](=[O:25])[CH2:16][O:17][CH2:18][C:19]3[CH:24]=[CH:23][CH:22]=[CH:21][CH:20]=3)[CH2:11][CH2:10]2)[CH:5]=[CH:4][N:3]=1.[NH2:26][C:27]1[N:28]=[CH:29][C:30]2[C:35]([CH:36]=1)=[CH:34][CH:33]=[CH:32][CH:31]=2.CC1(C)C2C(=C(P(C3C=CC=CC=3)C3C=CC=CC=3)C=CC=2)OC2C(P(C3C=CC=CC=3)C3C=CC=CC=3)=CC=CC1=2.C([O-])([O-])=O.[Cs+].[Cs+]. Given the product [CH:29]1[C:30]2[C:35](=[CH:34][CH:33]=[CH:32][CH:31]=2)[CH:36]=[C:27]([NH:26][C:2]2[CH:7]=[C:6]([CH2:8][N:9]3[CH2:14][CH2:13][N:12]([C:15](=[O:25])[CH2:16][O:17][CH2:18][C:19]4[CH:24]=[CH:23][CH:22]=[CH:21][CH:20]=4)[CH2:11][CH2:10]3)[CH:5]=[CH:4][N:3]=2)[N:28]=1, predict the reactants needed to synthesize it. (5) The reactants are: [F:1][C:2]1([C:6]2[CH:11]=[CH:10][C:9]([C:12]3[CH2:16][C:15]([C:21]4[CH:26]=[C:25]([Cl:27])[C:24]([Cl:28])=[C:23]([Cl:29])[CH:22]=4)([C:17]([F:20])([F:19])[F:18])[O:14][N:13]=3)=[CH:8][CH:7]=2)[CH2:5][NH:4][CH2:3]1.N1C=CC=CC=1.[CH:36]1([C:39](Cl)=[O:40])[CH2:38][CH2:37]1.O. Given the product [CH:36]1([C:39]([N:4]2[CH2:3][C:2]([F:1])([C:6]3[CH:11]=[CH:10][C:9]([C:12]4[CH2:16][C:15]([C:21]5[CH:26]=[C:25]([Cl:27])[C:24]([Cl:28])=[C:23]([Cl:29])[CH:22]=5)([C:17]([F:19])([F:20])[F:18])[O:14][N:13]=4)=[CH:8][CH:7]=3)[CH2:5]2)=[O:40])[CH2:38][CH2:37]1, predict the reactants needed to synthesize it. (6) Given the product [C:1]1([S:7]([C:10]2[CH:15]=[CH:14][C:13]([N+:16]([O-:18])=[O:17])=[C:12]([OH:19])[CH:11]=2)(=[O:8])=[O:9])[CH:2]=[CH:3][CH:4]=[CH:5][CH:6]=1, predict the reactants needed to synthesize it. The reactants are: [C:1]1([S:7]([C:10]2[CH:15]=[CH:14][C:13]([N+:16]([O-:18])=[O:17])=[C:12]([O:19]C)[CH:11]=2)(=[O:9])=[O:8])[CH:6]=[CH:5][CH:4]=[CH:3][CH:2]=1.B(Br)(Br)Br.